Dataset: Reaction yield outcomes from USPTO patents with 853,638 reactions. Task: Predict the reaction yield, written as a fraction of the theoretical maximum amount of product (1.0 means a 100% yield; for example, 0.34 means a 34% yield). The reactants are [C:1]([Si:5]([CH3:14])([CH3:13])[O:6][CH2:7][C:8]([CH3:12])([CH3:11])[CH2:9][OH:10])([CH3:4])([CH3:3])[CH3:2].C(N(CC)CC)C.[CH3:22][S:23](Cl)(=[O:25])=[O:24].O. The catalyst is ClCCl. The product is [C:1]([Si:5]([CH3:14])([CH3:13])[O:6][CH2:7][C:8]([CH3:12])([CH3:11])[CH2:9][O:10][S:23]([CH3:22])(=[O:25])=[O:24])([CH3:4])([CH3:3])[CH3:2]. The yield is 0.870.